This data is from Full USPTO retrosynthesis dataset with 1.9M reactions from patents (1976-2016). The task is: Predict the reactants needed to synthesize the given product. (1) The reactants are: [F:1][C:2]1[CH:7]=[CH:6][C:5]([CH2:8][CH2:9][CH2:10][NH:11][C@H:12]2[CH2:17][CH2:16][C@H:15]([C:18]3[CH:27]=[CH:26][C:21]4[NH:22][C:23](=[O:25])[O:24][C:20]=4[CH:19]=3)[CH2:14][CH2:13]2)=[CH:4][CH:3]=1.C([O-])([O-])=O.[K+].[K+].Cl.FC1C=[CH:40][C:39]([CH2:42]CCN[C@H]2CC[C@H:42]([C:39]3[CH:40]=CC4NC(=O)OC=4[CH:38]=3)CC2)=[CH:38]C=1.C(=O)C(C)C.[BH-](OC(C)=O)(OC(C)=O)OC(C)=O.[Na+]. Given the product [F:1][C:2]1[CH:7]=[CH:6][C:5]([CH2:8][CH2:9][CH2:10][N:11]([CH2:38][CH:39]([CH3:42])[CH3:40])[C@H:12]2[CH2:17][CH2:16][C@H:15]([C:18]3[CH:27]=[CH:26][C:21]4[NH:22][C:23](=[O:25])[O:24][C:20]=4[CH:19]=3)[CH2:14][CH2:13]2)=[CH:4][CH:3]=1, predict the reactants needed to synthesize it. (2) Given the product [Cl:18][CH2:19][CH2:20][CH:9]1[CH2:10][C:11]2[C:16](=[CH:15][CH:14]=[CH:13][CH:12]=2)[N:7]([C:1]2[CH:2]=[CH:3][CH:4]=[CH:5][CH:6]=2)[C:8]1=[O:17], predict the reactants needed to synthesize it. The reactants are: [C:1]1([N:7]2[C:16]3[C:11](=[CH:12][CH:13]=[CH:14][CH:15]=3)[CH2:10][CH2:9][C:8]2=[O:17])[CH:6]=[CH:5][CH:4]=[CH:3][CH:2]=1.[Cl:18][CH2:19][CH2:20]CC1CC2C(=CC=CC=2)N(C2C=CC=CC=2)C1=O.BrCCCl.